From a dataset of Reaction yield outcomes from USPTO patents with 853,638 reactions. Predict the reaction yield, written as a fraction of the theoretical maximum amount of product (1.0 means a 100% yield; for example, 0.34 means a 34% yield). (1) The product is [NH:57]1[CH:58]=[CH:59][N:60]=[C:56]1[NH:55][C:23]([C:22]1[C:16]2[N:15]=[C:14]([NH:13][C:11]([C:3]3[N:2]=[CH:1][C:10]4[C:5]([CH:4]=3)=[CH:6][CH:7]=[CH:8][CH:9]=4)=[O:12])[NH:18][C:17]=2[CH:19]=[CH:20][CH:21]=1)=[O:25]. The catalyst is CN(C=O)C.CCN(C(C)C)C(C)C.[OH-].[Na+].[Cl-].[Na+].O. The yield is 0.210. The reactants are [CH:1]1[C:10]2[C:5](=[CH:6][CH:7]=[CH:8][CH:9]=2)[CH:4]=[C:3]([C:11]([NH:13][C:14]2[NH:18][C:17]3[CH:19]=[CH:20][CH:21]=[C:22]([C:23]([OH:25])=O)[C:16]=3[N:15]=2)=[O:12])[N:2]=1.CN(C(ON1N=NC2C=CC=CC1=2)=[N+](C)C)C.F[P-](F)(F)(F)(F)F.S(O)(O)(=O)=O.[NH2:55][C:56]1[NH:57][CH:58]=[CH:59][N:60]=1. (2) The product is [CH3:1][O:2][C:3](=[O:12])[CH:4]([N:24]1[CH2:25][CH2:26][N:21]([CH3:20])[CH2:22][CH2:23]1)[C:6]1[CH:11]=[CH:10][CH:9]=[CH:8][CH:7]=1. The catalyst is O1CCCC1. The reactants are [CH3:1][O:2][C:3](=[O:12])[CH:4]([C:6]1[CH:11]=[CH:10][CH:9]=[CH:8][CH:7]=1)Br.C(N(CC)CC)C.[CH3:20][N:21]1[CH2:26][CH2:25][NH:24][CH2:23][CH2:22]1. The yield is 0.950.